From a dataset of Forward reaction prediction with 1.9M reactions from USPTO patents (1976-2016). Predict the product of the given reaction. (1) The product is: [ClH:33].[CH2:1]([N:8]([C@@H:9]1[CH2:14][CH2:13][NH:12][CH2:11][C@H:10]1[F:22])[C:23](=[O:24])[O:25][CH2:26][C:27]1[CH:32]=[CH:31][CH:30]=[CH:29][CH:28]=1)[C:2]1[CH:7]=[CH:6][CH:5]=[CH:4][CH:3]=1. Given the reactants [CH2:1]([N:8]([C:23]([O:25][CH2:26][C:27]1[CH:32]=[CH:31][CH:30]=[CH:29][CH:28]=1)=[O:24])[CH:9]1[CH2:14][CH2:13][N:12](C(OCCCC)=O)[CH2:11][CH:10]1[F:22])[C:2]1[CH:7]=[CH:6][CH:5]=[CH:4][CH:3]=1.[ClH:33], predict the reaction product. (2) Given the reactants [NH2:1][C:2]1[CH:9]=[CH:8][C:7](Br)=[CH:6][C:3]=1[C:4]#[N:5].[Cl:11][C:12]1[CH:13]=[C:14](B(O)O)[CH:15]=[CH:16][CH:17]=1.C(=O)([O-])[O-].[Na+].[Na+], predict the reaction product. The product is: [NH2:1][C:2]1[CH:9]=[CH:8][C:7]([C:16]2[CH:15]=[CH:14][CH:13]=[C:12]([Cl:11])[CH:17]=2)=[CH:6][C:3]=1[C:4]#[N:5].